Dataset: Peptide-MHC class II binding affinity with 134,281 pairs from IEDB. Task: Regression. Given a peptide amino acid sequence and an MHC pseudo amino acid sequence, predict their binding affinity value. This is MHC class II binding data. (1) The MHC is HLA-DQA10102-DQB10502 with pseudo-sequence HLA-DQA10102-DQB10502. The binding affinity (normalized) is 0.396. The peptide sequence is RVYCDPCRAGFETNV. (2) The peptide sequence is PVGEIYKRWIILGLNKIV. The binding affinity (normalized) is 0.449. The MHC is DRB1_0401 with pseudo-sequence DRB1_0401. (3) The peptide sequence is ALPTVEVVAAAADEV. The MHC is DRB1_1501 with pseudo-sequence DRB1_1501. The binding affinity (normalized) is 0.114. (4) The peptide sequence is AEVRSYCYLATVSDL. The MHC is DRB1_0701 with pseudo-sequence DRB1_0701. The binding affinity (normalized) is 0.621.